Dataset: Catalyst prediction with 721,799 reactions and 888 catalyst types from USPTO. Task: Predict which catalyst facilitates the given reaction. (1) Reactant: C[O:2][C:3](=[O:33])[CH:4]([C:19]1[CH:24]=[CH:23][CH:22]=[C:21]([NH:25]C(OC(C)(C)C)=O)[CH:20]=1)[CH2:5][P:6]([CH2:9][CH2:10][CH2:11][CH2:12][C:13]1[CH:18]=[CH:17][CH:16]=[CH:15][CH:14]=1)([OH:8])=[O:7].[OH-].[Na+]. Product: [NH2:25][C:21]1[CH:20]=[C:19]([CH:4]([CH2:5][P:6]([CH2:9][CH2:10][CH2:11][CH2:12][C:13]2[CH:18]=[CH:17][CH:16]=[CH:15][CH:14]=2)([OH:8])=[O:7])[C:3]([OH:33])=[O:2])[CH:24]=[CH:23][CH:22]=1. The catalyst class is: 200. (2) Reactant: [C:1]([C:5]1[CH:10]=[C:9](Br)[C:8]([N+:12]([O-:14])=[O:13])=[CH:7][C:6]=1[OH:15])([CH3:4])([CH3:3])[CH3:2].[CH2:16]([O:18][C:19]1[CH:24]=[CH:23][CH:22]=[CH:21][C:20]=1B(O)O)[CH3:17].C(=O)([O-])[O-].[K+].[K+].O. Product: [C:1]([C:5]1[CH:10]=[C:9]([C:20]2[CH:21]=[CH:22][CH:23]=[CH:24][C:19]=2[O:18][CH2:16][CH3:17])[C:8]([N+:12]([O-:14])=[O:13])=[CH:7][C:6]=1[OH:15])([CH3:4])([CH3:3])[CH3:2]. The catalyst class is: 128. (3) Reactant: [CH3:1][O:2][C:3](=[O:31])[CH2:4][CH:5]([NH:12][C:13]1[C:14]([N+:28]([O-])=O)=[C:15]([N:19]2[CH2:24][CH2:23][CH:22]([C:25]([OH:27])=[O:26])[CH2:21][CH2:20]2)[CH:16]=[CH:17][CH:18]=1)[C:6]1[CH:11]=[CH:10][CH:9]=[CH:8][CH:7]=1.O.NN.[CH2:35](O)C. Product: [CH3:1][O:2][C:3](=[O:31])[CH2:4][CH:5]([N:12]1[C:13]2[CH:18]=[CH:17][CH:16]=[C:15]([N:19]3[CH2:24][CH2:23][CH:22]([C:25]([OH:27])=[O:26])[CH2:21][CH2:20]3)[C:14]=2[N:28]=[CH:35]1)[C:6]1[CH:11]=[CH:10][CH:9]=[CH:8][CH:7]=1. The catalyst class is: 181.